From a dataset of Full USPTO retrosynthesis dataset with 1.9M reactions from patents (1976-2016). Predict the reactants needed to synthesize the given product. Given the product [C:1]1([S:7]([N:18]2[CH2:19][CH2:20][CH:21]([CH2:24][N:25]3[C:33]4[C:28](=[N:29][C:30]([C:34]5[CH:35]=[N:36][N:37]([CH:39]6[CH2:44][CH2:43][CH2:42][CH2:41][O:40]6)[CH:38]=5)=[CH:31][CH:32]=4)[CH:27]=[CH:26]3)[CH2:22][CH2:23]2)(=[O:9])=[O:8])[CH:6]=[CH:5][CH:4]=[CH:3][CH:2]=1, predict the reactants needed to synthesize it. The reactants are: [C:1]1([S:7](Cl)(=[O:9])=[O:8])[CH:6]=[CH:5][CH:4]=[CH:3][CH:2]=1.C(N(CC)CC)C.[NH:18]1[CH2:23][CH2:22][CH:21]([CH2:24][N:25]2[C:33]3[C:28](=[N:29][C:30]([C:34]4[CH:35]=[N:36][N:37]([CH:39]5[CH2:44][CH2:43][CH2:42][CH2:41][O:40]5)[CH:38]=4)=[CH:31][CH:32]=3)[CH:27]=[CH:26]2)[CH2:20][CH2:19]1.CO.